Predict which catalyst facilitates the given reaction. From a dataset of Catalyst prediction with 721,799 reactions and 888 catalyst types from USPTO. The catalyst class is: 5. Product: [CH3:12][O:13][C:14](=[O:28])[C:15]([O:18][C:19]1[C:24](/[CH:25]=[C:6]2\[C:7](=[O:11])[NH:8][C:9]3[C:5]\2=[CH:4][CH:3]=[C:2]([Cl:1])[CH:10]=3)=[CH:23][C:22]([Cl:27])=[CH:21][N:20]=1)([CH3:17])[CH3:16]. Reactant: [Cl:1][C:2]1[CH:10]=[C:9]2[C:5]([CH2:6][C:7](=[O:11])[NH:8]2)=[CH:4][CH:3]=1.[CH3:12][O:13][C:14](=[O:28])[C:15]([O:18][C:19]1[C:24]([CH:25]=O)=[CH:23][C:22]([Cl:27])=[CH:21][N:20]=1)([CH3:17])[CH3:16].N1CCCC1.